From a dataset of Experimentally validated miRNA-target interactions with 360,000+ pairs, plus equal number of negative samples. Binary Classification. Given a miRNA mature sequence and a target amino acid sequence, predict their likelihood of interaction. The miRNA is rno-miR-142-5p with sequence CAUAAAGUAGAAAGCACUACU. The protein sequence of the target gene is MSSYFVNPLFSKYKAGESLEPAYYDCRFPQSVGRSHALVYGPGGSAPGFQHASHHVQDFFHHGTSGISNSGYQQNPCSLSCHGDASKFYGYEALPRQSLYGAQQEASVVQYPDCKSSANTNSSEGQGHLNQNSSPSLMFPWMRPHAPGRRSGRQTYSRYQTLELEKEFLFNPYLTRKRRIEVSHALGLTERQVKIWFQNRRMKWKKENNKDKLPGARDEEKVEEEGNEEEEKEEEEKEENKD. Result: 0 (no interaction).